This data is from Catalyst prediction with 721,799 reactions and 888 catalyst types from USPTO. The task is: Predict which catalyst facilitates the given reaction. Reactant: [F:1][C:2]1[CH:8]=[CH:7][C:6]([F:9])=[CH:5][C:3]=1[NH2:4].Br[CH:11]([C:17]1[CH:22]=[CH:21][CH:20]=[CH:19][CH:18]=1)[C:12]([O:14][CH2:15][CH3:16])=[O:13].CCN(C(C)C)C(C)C. Product: [CH2:15]([O:14][C:12](=[O:13])[CH:11]([NH:4][C:3]1[CH:5]=[C:6]([F:9])[CH:7]=[CH:8][C:2]=1[F:1])[C:17]1[CH:22]=[CH:21][CH:20]=[CH:19][CH:18]=1)[CH3:16]. The catalyst class is: 10.